Predict the reaction yield, written as a fraction of the theoretical maximum amount of product (1.0 means a 100% yield; for example, 0.34 means a 34% yield). From a dataset of Reaction yield outcomes from USPTO patents with 853,638 reactions. (1) The reactants are [Br:1]N1C(=O)CCC1=O.[O:9]=[C:10]1[C:15]2[CH:16]=[C:17]([CH:19]=[O:20])[O:18][C:14]=2[CH:13]=[CH:12][NH:11]1. The catalyst is O1CCCC1. The product is [Br:1][C:13]1[C:14]2[O:18][C:17]([CH:19]=[O:20])=[CH:16][C:15]=2[C:10](=[O:9])[NH:11][CH:12]=1. The yield is 0.890. (2) The reactants are CC1(C)C(C)(C)OB([C:9]2[CH:18]=[C:17]3[C:12]([CH:13]=[C:14]([NH:19][C:20]([CH:22]4[CH2:24][CH2:23]4)=[O:21])[N:15]=[CH:16]3)=[CH:11][CH:10]=2)O1.Br[C:27]1[CH:32]=[C:31]([O:33][CH3:34])[CH:30]=[CH:29][C:28]=1[CH3:35].C(=O)([O-])[O-].[Cs+].[Cs+]. The catalyst is O1CCOCC1.O.C1C=CC(P(C2C=CC=CC=2)[C-]2C=CC=C2)=CC=1.C1C=CC(P(C2C=CC=CC=2)[C-]2C=CC=C2)=CC=1.Cl[Pd]Cl.[Fe+2]. The product is [CH3:34][O:33][C:31]1[CH:30]=[CH:29][C:28]([CH3:35])=[C:27]([C:9]2[CH:18]=[C:17]3[C:12]([CH:13]=[C:14]([NH:19][C:20]([CH:22]4[CH2:23][CH2:24]4)=[O:21])[N:15]=[CH:16]3)=[CH:11][CH:10]=2)[CH:32]=1. The yield is 0.184. (3) The reactants are [OH:1][C:2]1[CH:10]=[CH:9][CH:8]=[C:7]2[C:3]=1[CH:4]=[C:5]([CH3:11])[NH:6]2.[H-].[Na+].[CH2:14](Br)[C:15]1[CH:20]=[CH:19][CH:18]=[CH:17][CH:16]=1. The catalyst is CN(C=O)C.C(OCC)(=O)C. The product is [CH2:14]([N:6]1[C:7]2[C:3](=[C:2]([O:1][CH2:4][C:3]3[CH:7]=[CH:8][CH:9]=[CH:10][CH:2]=3)[CH:10]=[CH:9][CH:8]=2)[CH:4]=[C:5]1[CH3:11])[C:15]1[CH:20]=[CH:19][CH:18]=[CH:17][CH:16]=1. The yield is 0.720. (4) The reactants are [CH:1]1([C:4]2[CH:11]=[CH:10][C:9]([CH2:12][OH:13])=[CH:8][C:5]=2[C:6]#[N:7])[CH2:3][CH2:2]1.[H-].[Na+].[CH3:16]I. The catalyst is CN(C=O)C. The product is [CH:1]1([C:4]2[CH:11]=[CH:10][C:9]([CH2:12][O:13][CH3:16])=[CH:8][C:5]=2[C:6]#[N:7])[CH2:2][CH2:3]1. The yield is 1.00. (5) The reactants are [CH2:1]([C:3]1([CH2:7][OH:8])[CH2:6][O:5][CH2:4]1)[CH3:2].[S:9](Cl)([C:12]1[CH:18]=[CH:17][C:15]([CH3:16])=[CH:14][CH:13]=1)(=[O:11])=[O:10].CCN(CC)CC. The catalyst is CN(C1C=CN=CC=1)C. The product is [CH3:16][C:15]1[CH:17]=[CH:18][C:12]([S:9]([O:8][CH2:7][C:3]2([CH2:1][CH3:2])[CH2:6][O:5][CH2:4]2)(=[O:11])=[O:10])=[CH:13][CH:14]=1. The yield is 0.910.